From a dataset of Reaction yield outcomes from USPTO patents with 853,638 reactions. Predict the reaction yield, written as a fraction of the theoretical maximum amount of product (1.0 means a 100% yield; for example, 0.34 means a 34% yield). (1) The reactants are Br[C:2]1[CH:7]=[CH:6][C:5]([S:8]([NH:11][CH2:12][CH:13]2[CH2:17][CH2:16][CH2:15][O:14]2)(=[O:10])=[O:9])=[C:4]([C:18]([F:21])([F:20])[F:19])[CH:3]=1.[NH2:22]C12CC(CC1)CC2.C1C=CC(P([C:56]2[C:57](C3C(P(C4C=CC=CC=4)C4C=CC=CC=4)=C[CH:60]=[C:59]4[C:54]=3[CH:55]=[CH:56][CH:57]=[CH:58]4)=[C:58]3[C:59]([CH:60]=CC=C3)=[CH:54][CH:55]=2)C2C=CC=CC=2)=CC=1.C(=O)([O-])[O-].[Cs+].[Cs+]. The catalyst is C1(C)C=CC=CC=1.CC([O-])=O.CC([O-])=O.[Pd+2]. The product is [CH:59]12[CH2:60][CH:56]([CH2:57][CH2:58]1)[CH2:55][CH:54]2[NH:22][C:2]1[CH:7]=[CH:6][C:5]([S:8]([NH:11][CH2:12][CH:13]2[CH2:17][CH2:16][CH2:15][O:14]2)(=[O:10])=[O:9])=[C:4]([C:18]([F:21])([F:20])[F:19])[CH:3]=1. The yield is 0.590. (2) The yield is 0.0800. The product is [NH:29]1[C:25]([C:21]2[CH:22]=[CH:23][C:24]3[CH:11]([CH:8]4[CH2:9][CH2:10][NH:5][CH2:6][CH2:7]4)[C:12]4[C:17]([O:18][C:19]=3[CH:20]=2)=[CH:16][CH:15]=[CH:14][CH:13]=4)=[N:26][N:27]=[N:28]1. The reactants are FC(F)(F)C([N:5]1[CH2:10][CH2:9][CH:8]([CH:11]2[C:24]3[CH:23]=[CH:22][C:21]([C:25]4[NH:29][N:28]=[N:27][N:26]=4)=[CH:20][C:19]=3[O:18][C:17]3[C:12]2=[CH:13][CH:14]=[CH:15][CH:16]=3)[CH2:7][CH2:6]1)=O.[OH-].[Na+].FC(F)(F)C(N1CCC(C2C3C=CC(C4C=CN=CC=4)=CC=3OC3C2=CC=CC=3)CC1)=O. The catalyst is CO. (3) The yield is 0.790. The product is [O:1]1[CH2:5][CH2:4][O:3][CH:2]1[C:6]1[CH:15]=[CH:14][C:9]([C:10]([OH:12])=[O:11])=[C:8]([F:16])[CH:7]=1. The reactants are [O:1]1[CH2:5][CH2:4][O:3][CH:2]1[C:6]1[CH:15]=[CH:14][C:9]([C:10]([O:12]C)=[O:11])=[C:8]([F:16])[CH:7]=1.O.[OH-].[Li+].CO. The catalyst is O1CCCC1.O. (4) The reactants are [CH:1]1[CH:6]=[C:5]2[CH:7]=[CH:8][CH:9]=[C:10]([CH2:11][C@H:12]([NH2:16])[C:13]([OH:15])=[O:14])[C:4]2=[CH:3][CH:2]=1.[N:17]1([C:23](Cl)=[O:24])[CH2:22][CH2:21][O:20][CH2:19][CH2:18]1. The catalyst is [OH-].[Na+].C([O-])([O-])=O.[Na+].[Na+]. The product is [N:17]1([C:23]([NH:16][C@@H:12]([CH2:11][C:10]2[C:4]3[C:5](=[CH:6][CH:1]=[CH:2][CH:3]=3)[CH:7]=[CH:8][CH:9]=2)[C:13]([OH:15])=[O:14])=[O:24])[CH2:22][CH2:21][O:20][CH2:19][CH2:18]1. The yield is 0.380.